This data is from Retrosynthesis with 50K atom-mapped reactions and 10 reaction types from USPTO. The task is: Predict the reactants needed to synthesize the given product. (1) Given the product CC1(C)C(=O)N(CC(=O)Nc2ccc3c(c2)C[C@@]2(C3)C(=O)Nc3ncccc32)[C@H](c2cc(F)cc(F)c2)C[C@@H]1O, predict the reactants needed to synthesize it. The reactants are: CC1(C)C(=O)N(CC(=O)O)[C@H](c2cc(F)cc(F)c2)C[C@@H]1O.Nc1ccc2c(c1)C[C@@]1(C2)C(=O)Nc2ncccc21. (2) The reactants are: CC(C)S(=O)(=O)Nc1ccsc1-c1ccc(B2OC(C)(C)C(C)(C)O2)cc1.COC(=O)c1cccc([N+](=O)[O-])c1Br. Given the product COC(=O)c1cccc([N+](=O)[O-])c1-c1ccc(-c2sccc2NS(=O)(=O)C(C)C)cc1, predict the reactants needed to synthesize it.